From a dataset of Peptide-MHC class II binding affinity with 134,281 pairs from IEDB. Regression. Given a peptide amino acid sequence and an MHC pseudo amino acid sequence, predict their binding affinity value. This is MHC class II binding data. (1) The peptide sequence is AAQRRGRIGRNPSQV. The MHC is DRB1_0405 with pseudo-sequence DRB1_0405. The binding affinity (normalized) is 0. (2) The peptide sequence is KLQAAVMETDREN. The MHC is HLA-DPA10301-DPB10402 with pseudo-sequence HLA-DPA10301-DPB10402. The binding affinity (normalized) is 0.467.